From a dataset of Full USPTO retrosynthesis dataset with 1.9M reactions from patents (1976-2016). Predict the reactants needed to synthesize the given product. (1) Given the product [F:35][C:32]1[CH:33]=[CH:34][C:29]([C:2]2[CH:7]=[CH:6][C:5]([C@@H:8]([N:10]3[CH2:15][CH2:14][C@:13]([CH2:22][C:23]([OH:26])([CH3:24])[CH3:25])([C:16]4[CH:17]=[CH:18][CH:19]=[CH:20][CH:21]=4)[O:12][C:11]3=[O:27])[CH3:9])=[CH:4][CH:3]=2)=[N:30][CH:31]=1, predict the reactants needed to synthesize it. The reactants are: Br[C:2]1[CH:7]=[CH:6][C:5]([C@@H:8]([N:10]2[CH2:15][CH2:14][C@:13]([CH2:22][C:23]([OH:26])([CH3:25])[CH3:24])([C:16]3[CH:21]=[CH:20][CH:19]=[CH:18][CH:17]=3)[O:12][C:11]2=[O:27])[CH3:9])=[CH:4][CH:3]=1.Br[C:29]1[CH:34]=[CH:33][C:32]([F:35])=[CH:31][N:30]=1. (2) Given the product [C:5]1([CH:3]2[O:4][CH2:11][NH:1][CH2:2]2)[CH:10]=[CH:9][CH:8]=[CH:7][CH:6]=1, predict the reactants needed to synthesize it. The reactants are: [NH2:1][CH2:2][CH:3]([C:5]1[CH:10]=[CH:9][CH:8]=[CH:7][CH:6]=1)[OH:4].[CH2:11]=O. (3) Given the product [CH:12]1[C:31]([OH:33])=[CH:32][C:22]2[C:24]3[C:29]([N:20]4[C:21]=2[C:13]=1[C:14]1[CH:15]=[CH:16][CH:17]=[CH:18][C:19]=14)=[CH:28][CH:27]=[CH:26][CH:25]=3, predict the reactants needed to synthesize it. The reactants are: OO.CC1(C)C(C)(C)OB(C2[CH:12]=[C:13]3[C:21]4=[C:22]([C:24]5[C:29]([N:20]4[C:19]4[CH:18]=[CH:17][CH:16]=[CH:15][C:14]3=4)=[CH:28][CH:27]=[CH:26][CH:25]=5)C=2)O1.[CH2:31]([OH:33])[CH3:32]. (4) Given the product [C:18]1([N:17]2[CH:2]=[C:3]3[N:8]([CH2:9][CH2:10][CH3:11])[C:7](=[O:12])[NH:6][C:5](=[O:13])[C:4]3=[N+:14]2[O-:16])[CH:23]=[CH:22][CH:21]=[CH:20][CH:19]=1, predict the reactants needed to synthesize it. The reactants are: Br[CH2:2][C:3]1[N:8]([CH2:9][CH2:10][CH3:11])[C:7](=[O:12])[NH:6][C:5](=[O:13])[C:4]=1[N+:14]([O-:16])=O.[NH2:17][C:18]1[CH:23]=[CH:22][CH:21]=[CH:20][CH:19]=1. (5) Given the product [CH2:1]([C:3]1[CH:9]=[CH:8][C:6]([NH:7][CH2:12][CH2:11][C:10]([O:14][CH2:15][CH3:16])=[O:13])=[CH:5][CH:4]=1)[CH3:2], predict the reactants needed to synthesize it. The reactants are: [CH2:1]([C:3]1[CH:9]=[CH:8][C:6]([NH2:7])=[CH:5][CH:4]=1)[CH3:2].[C:10]([O:14][CH2:15][CH3:16])(=[O:13])[CH:11]=[CH2:12]. (6) Given the product [Cl:1][C:2]1[CH:3]=[CH:4][C:5]([O:8][C:9](=[O:21])[N:10]([CH2:12][C@H:13]2[CH2:18][CH2:17][C@H:16]([CH2:19][O:20][CH2:26][CH2:25][CH2:24][CH2:23][Br:22])[CH2:15][CH2:14]2)[CH3:11])=[CH:6][CH:7]=1, predict the reactants needed to synthesize it. The reactants are: [Cl:1][C:2]1[CH:7]=[CH:6][C:5]([O:8][C:9](=[O:21])[N:10]([CH2:12][C@H:13]2[CH2:18][CH2:17][C@H:16]([CH2:19][OH:20])[CH2:15][CH2:14]2)[CH3:11])=[CH:4][CH:3]=1.[Br:22][CH2:23][CH2:24][CH2:25][CH2:26]Br. (7) Given the product [C:39]([O:47][C:3]1[CH:4]=[CH:5][CH:6]=[CH:7][C:2]=1[CH3:1])(=[O:38])[CH3:40], predict the reactants needed to synthesize it. The reactants are: [CH2:1](Br)[C:2]1[CH:7]=[CH:6][CH:5]=[CH:4][CH:3]=1.C(N(C(C)C)C(C)C)C.C1(P(C2C=CC=CC=2)C2C=CC=CC=2)C=CC=CC=1.C[O:38][C:39](=[O:47])[CH2:40]C1C=CC=CC=1.COCC1C=CC=CC=1. (8) Given the product [F:15][C:16]1[CH:17]=[C:18]([N:36]2[CH2:40][C@H:39]([CH2:41][N:42]3[CH:46]=[CH:45][N:44]=[N:43]3)[O:38][C:37]2=[O:47])[CH:19]=[CH:20][C:21]=1[C:22]1[CH:23]=[N:24][C:25]([C:28]2[CH2:32][C@@H:31]([CH2:33][OH:34])[O:30][N:29]=2)=[CH:26][CH:27]=1, predict the reactants needed to synthesize it. The reactants are: BrC1C=CC(C2C[C@@H](CO)ON=2)=NC=1.[F:15][C:16]1[CH:17]=[C:18]([N:36]2[CH2:40][C@H:39]([CH2:41][N:42]3[CH:46]=[CH:45][N:44]=[N:43]3)[O:38][C:37]2=[O:47])[CH:19]=[CH:20][C:21]=1[C:22]1[CH:23]=[N+:24]([O-])[C:25]([C:28]2[CH2:32][CH:31]([CH2:33][OH:34])[O:30][N:29]=2)=[CH:26][CH:27]=1.C(=O)([O-])[O-].[K+].[K+]. (9) Given the product [CH3:15][C:16]1[O:20][C:19]([CH2:21][NH:22][C:8]2[CH:7]=[CH:6][C:5]3[C:4]([NH:1][CH2:28][C:25]4[CH:26]=[CH:27][NH:23][N:24]=4)=[CH:13][CH:12]=[CH:11][C:10]=3[N:9]=2)=[CH:18][CH:17]=1, predict the reactants needed to synthesize it. The reactants are: [N+:1]([C:4]1[CH:13]=[CH:12][CH:11]=[C:10]2[C:5]=1[CH:6]=[CH:7][C:8](Cl)=[N:9]2)([O-])=O.[CH3:15][C:16]1[O:20][C:19]([CH2:21][NH2:22])=[CH:18][CH:17]=1.[NH:23]1[CH:27]=[CH:26][C:25]([CH:28]=O)=[N:24]1. (10) Given the product [C:1]([O:5][C:6](=[O:17])[NH:7][CH2:8][C:9]1[CH:14]=[CH:13][C:12]([O:24][C:18]2[CH:23]=[CH:22][CH:21]=[CH:20][CH:19]=2)=[CH:11][C:10]=1[F:16])([CH3:4])([CH3:3])[CH3:2], predict the reactants needed to synthesize it. The reactants are: [C:1]([O:5][C:6](=[O:17])[NH:7][CH2:8][C:9]1[CH:14]=[CH:13][C:12](Br)=[CH:11][C:10]=1[F:16])([CH3:4])([CH3:3])[CH3:2].[C:18]1([OH:24])[CH:23]=[CH:22][CH:21]=[CH:20][CH:19]=1.CC(C)(C(=O)CC(=O)C(C)(C)C)C.C(=O)([O-])[O-].[Cs+].[Cs+].